From a dataset of Forward reaction prediction with 1.9M reactions from USPTO patents (1976-2016). Predict the product of the given reaction. (1) The product is: [F:11][C:6]1[CH:7]=[CH:8][CH:9]=[CH:10][C:5]=1[CH:3]([OH:4])[CH:2]([NH:1][C:31](=[O:32])[CH2:30][CH2:29][C:23]1[CH:28]=[CH:27][CH:26]=[CH:25][CH:24]=1)[CH2:12][C:13]1[CH:18]=[CH:17][C:16]([C:19]([F:22])([F:20])[F:21])=[CH:15][CH:14]=1. Given the reactants [NH2:1][CH:2]([CH2:12][C:13]1[CH:18]=[CH:17][C:16]([C:19]([F:22])([F:21])[F:20])=[CH:15][CH:14]=1)[CH:3]([C:5]1[CH:10]=[CH:9][CH:8]=[CH:7][C:6]=1[F:11])[OH:4].[C:23]1([CH2:29][CH2:30][C:31](Cl)=[O:32])[CH:28]=[CH:27][CH:26]=[CH:25][CH:24]=1.C(=O)([O-])O.[Na+], predict the reaction product. (2) Given the reactants [C:1]([N:4]1[CH2:7][CH:6]([C:8]2[CH:9]=[C:10]3[C:16]([C:17]([O:19]C)=O)=[N:15][N:14]([C:21]4[CH:26]=[CH:25][CH:24]=[C:23]([Br:27])[CH:22]=4)[C:11]3=[N:12][CH:13]=2)[CH2:5]1)(=[O:3])[CH3:2].C([NH2:30])=O.C[O-].[Na+], predict the reaction product. The product is: [C:1]([N:4]1[CH2:7][CH:6]([C:8]2[CH:9]=[C:10]3[C:16]([C:17]([NH2:30])=[O:19])=[N:15][N:14]([C:21]4[CH:26]=[CH:25][CH:24]=[C:23]([Br:27])[CH:22]=4)[C:11]3=[N:12][CH:13]=2)[CH2:5]1)(=[O:3])[CH3:2]. (3) Given the reactants [CH2:1]([O:3][C:4](=[O:23])[CH2:5][CH2:6][C:7]1[CH:12]=[CH:11][CH:10]=[C:9]([N:13]2[C:17]([NH2:18])=[CH:16][C:15]([C:19]([CH3:22])([CH3:21])[CH3:20])=[N:14]2)[CH:8]=1)[CH3:2].[C:24]1([C:34](F)=[O:35])[C:33]2[C:28](=[CH:29][CH:30]=[CH:31][CH:32]=2)[CH:27]=[CH:26][CH:25]=1, predict the reaction product. The product is: [CH2:1]([O:3][C:4](=[O:23])[CH2:5][CH2:6][C:7]1[CH:12]=[CH:11][CH:10]=[C:9]([N:13]2[C:17]([NH:18][C:34]([C:24]3[C:33]4[C:28](=[CH:29][CH:30]=[CH:31][CH:32]=4)[CH:27]=[CH:26][CH:25]=3)=[O:35])=[CH:16][C:15]([C:19]([CH3:22])([CH3:21])[CH3:20])=[N:14]2)[CH:8]=1)[CH3:2]. (4) Given the reactants CC1C=C(C)N([C:8]([CH:10]2[C:23]3[CH:22]=[CH:21][CH:20]=[CH:19][C:18]=3[O:17][C:16]3[C:11]2=[CH:12][CH:13]=[CH:14][CH:15]=3)=[O:9])N=1.[CH3:24][O:25][CH2:26][C:27]1[O:31][C:30]([NH2:32])=[N:29][N:28]=1, predict the reaction product. The product is: [CH3:24][O:25][CH2:26][C:27]1[O:31][C:30]([NH:32][C:8]([CH:10]2[C:11]3[CH:12]=[CH:13][CH:14]=[CH:15][C:16]=3[O:17][C:18]3[C:23]2=[CH:22][CH:21]=[CH:20][CH:19]=3)=[O:9])=[N:29][N:28]=1. (5) The product is: [OH:8][C:6]1[CH:7]=[C:2]([OH:1])[C:3]([CH2:9][CH2:10][CH2:11][NH:12][C:13](=[O:18])[C:14]([F:15])([F:16])[F:17])=[CH:4][C:5]=1[C:19]([C:20]1[CH:28]=[CH:27][CH:26]=[CH:25][C:21]=1[C:22]([OH:24])=[O:23])=[O:29]. Given the reactants [OH:1][C:2]1[CH:7]=[C:6]([OH:8])[CH:5]=[CH:4][C:3]=1[CH2:9][CH2:10][CH2:11][NH:12][C:13](=[O:18])[C:14]([F:17])([F:16])[F:15].[C:19]1(=[O:29])[O:24][C:22](=[O:23])[C:21]2=[CH:25][CH:26]=[CH:27][CH:28]=[C:20]12.[Cl-].[Al+3].[Cl-].[Cl-], predict the reaction product. (6) Given the reactants B(Br)(Br)Br.[F:5][C:6]1[C:38]([O:39]C)=[CH:37][CH:36]=[CH:35][C:7]=1[O:8][C@@H:9]1[CH2:13][CH2:12][N:11]([C:14]([CH3:34])([CH3:33])[CH2:15][CH2:16][C:17]([C:27]2[CH:32]=[CH:31][CH:30]=[CH:29][CH:28]=2)([C:21]2[CH:26]=[CH:25][CH:24]=[CH:23][CH:22]=2)[C:18]([NH2:20])=[O:19])[CH2:10]1, predict the reaction product. The product is: [NH3:11].[F:5][C:6]1[C:38]([OH:39])=[CH:37][CH:36]=[CH:35][C:7]=1[O:8][C@@H:9]1[CH2:13][CH2:12][N:11]([C:14]([CH3:34])([CH3:33])[CH2:15][CH2:16][C:17]([C:21]2[CH:22]=[CH:23][CH:24]=[CH:25][CH:26]=2)([C:27]2[CH:32]=[CH:31][CH:30]=[CH:29][CH:28]=2)[C:18]([NH2:20])=[O:19])[CH2:10]1. (7) The product is: [CH2:1]([O:3][C:4]1[CH:5]=[C:6]2[C:11](=[CH:12][C:13]=1[N+:14]([O-:16])=[O:15])[N:10]([C:25](=[O:26])[CH2:24][N:29]([CH3:30])[CH3:28])[CH2:9][CH2:8][CH2:7]2)[CH3:2]. Given the reactants [CH2:1]([O:3][C:4]1[CH:5]=[C:6]2[C:11](=[CH:12][C:13]=1[N+:14]([O-:16])=[O:15])[NH:10][CH2:9][CH2:8][CH2:7]2)[CH3:2].C(=O)([O-])[O-].[K+].[K+].Br[CH2:24][C:25](Cl)=[O:26].[CH3:28][NH:29][CH3:30].C1COCC1, predict the reaction product. (8) Given the reactants [CH:1]1([N:7]2[CH2:12][CH2:11][CH2:10][C@@H:9]([NH:13][C:14]3[N:15]=[CH:16][C:17](/[CH:20]=[CH:21]/[C:22]([OH:24])=O)=[N:18][CH:19]=3)[CH2:8]2)[CH2:6][CH2:5][CH2:4][CH2:3][CH2:2]1.[NH2:25][OH:26].C1C=[CH:29][C:30]2N(O)N=N[C:31]=2[CH:32]=1.CCN=C=NCCCN(C)C.CN([CH:51]=[O:52])C, predict the reaction product. The product is: [CH:1]1([N:7]2[CH2:12][CH2:11][CH2:10][C@@H:9]([NH:13][C:14]3[N:15]=[CH:16][C:17](/[CH:20]=[CH:21]/[C:22]([NH:25][O:26][CH:29]4[CH2:30][CH2:31][CH2:32][CH2:51][O:52]4)=[O:24])=[N:18][CH:19]=3)[CH2:8]2)[CH2:2][CH2:3][CH2:4][CH2:5][CH2:6]1. (9) Given the reactants [NH2:1][C:2]1[C:3]([C:12]([NH:14][CH3:15])=[O:13])=[N:4][C:5]([C:8]([NH:10][OH:11])=[NH:9])=[CH:6][N:7]=1.CN(C=O)C.CN1[C:36]2[CH:37]=[CH:38][C:39](Cl)=[CH:40][C:35]=2C([C:35]2[CH:40]=[CH:39][CH:38]=[CH:37][CH:36]=2)=NCC1=O.C1(C(Cl)=O)CCCC1, predict the reaction product. The product is: [NH2:1][C:2]1[C:3]([C:12]([NH:14][CH3:15])=[O:13])=[N:4][C:5]([C:8]2[N:9]=[C:35]([CH:40]3[CH2:36][CH2:37][CH2:38][CH2:39]3)[O:11][N:10]=2)=[CH:6][N:7]=1. (10) Given the reactants C(OC([NH:8][CH2:9][C:10]1[N:11]([CH2:32][CH:33]([CH3:35])[CH3:34])[C:12](=[O:31])[C:13]2[C:18]([C:19]=1[C:20]1[CH:25]=[CH:24][CH:23]=[CH:22][CH:21]=1)=[CH:17][C:16](/[CH:26]=[CH:27]/[C:28]([NH2:30])=[O:29])=[CH:15][CH:14]=2)=O)(C)(C)C.[ClH:36], predict the reaction product. The product is: [ClH:36].[NH2:8][CH2:9][C:10]1[N:11]([CH2:32][CH:33]([CH3:35])[CH3:34])[C:12](=[O:31])[C:13]2[C:18]([C:19]=1[C:20]1[CH:25]=[CH:24][CH:23]=[CH:22][CH:21]=1)=[CH:17][C:16](/[CH:26]=[CH:27]/[C:28]([NH2:30])=[O:29])=[CH:15][CH:14]=2.